Dataset: NCI-60 drug combinations with 297,098 pairs across 59 cell lines. Task: Regression. Given two drug SMILES strings and cell line genomic features, predict the synergy score measuring deviation from expected non-interaction effect. (1) Drug 1: C1CN1P(=S)(N2CC2)N3CC3. Drug 2: CN(CCCl)CCCl.Cl. Cell line: HCC-2998. Synergy scores: CSS=29.9, Synergy_ZIP=-11.0, Synergy_Bliss=-6.73, Synergy_Loewe=-1.14, Synergy_HSA=-0.491. (2) Cell line: LOX IMVI. Drug 1: C(CC(=O)O)C(=O)CN.Cl. Synergy scores: CSS=21.0, Synergy_ZIP=8.21, Synergy_Bliss=17.3, Synergy_Loewe=9.86, Synergy_HSA=8.42. Drug 2: COC1=C2C(=CC3=C1OC=C3)C=CC(=O)O2.